This data is from Forward reaction prediction with 1.9M reactions from USPTO patents (1976-2016). The task is: Predict the product of the given reaction. (1) Given the reactants [CH3:1][O:2][C:3]1[CH:11]=[C:10]2[C:6]([C:7]([CH2:18][C:19]3[N:24]=[C:23]([C:25]#[N:26])[CH:22]=[CH:21][CH:20]=3)=[C:8]([C:12]3[CH:13]=[N:14][CH:15]=[N:16][CH:17]=3)[NH:9]2)=[CH:5][CH:4]=1.[N-:27]=[N+:28]=[N-:29].[Na+].C(O)(C)C.Cl, predict the reaction product. The product is: [CH3:1][O:2][C:3]1[CH:11]=[C:10]2[C:6]([C:7]([CH2:18][C:19]3[CH:20]=[CH:21][CH:22]=[C:23]([C:25]4[NH:29][N:28]=[N:27][N:26]=4)[N:24]=3)=[C:8]([C:12]3[CH:17]=[N:16][CH:15]=[N:14][CH:13]=3)[NH:9]2)=[CH:5][CH:4]=1. (2) The product is: [CH3:15][O:16][C:17]1[CH:18]=[C:19]([CH:20]=[C:21]([N+:23]([O-:25])=[O:24])[CH:22]=1)[O:26][CH2:48][CH2:47][O:46][CH2:45][CH2:44][O:43][CH2:42][CH2:41][O:40][CH2:39][CH2:38][O:37][CH2:36][CH2:35][O:34][CH2:33][CH2:32][O:31][CH2:30][CH2:29][O:28][CH3:27]. Given the reactants CC(OC(/N=N/C(OC(C)C)=O)=O)C.[CH3:15][O:16][C:17]1[CH:18]=[C:19]([OH:26])[CH:20]=[C:21]([N+:23]([O-:25])=[O:24])[CH:22]=1.[CH3:27][O:28][CH2:29][CH2:30][O:31][CH2:32][CH2:33][O:34][CH2:35][CH2:36][O:37][CH2:38][CH2:39][O:40][CH2:41][CH2:42][O:43][CH2:44][CH2:45][O:46][CH2:47][CH2:48]O.C1C=CC(P(C2C=CC=CC=2)C2C=CC=CC=2)=CC=1, predict the reaction product. (3) The product is: [F:1][C:2]1[CH:7]=[CH:6][C:5]([C:8]2[N:9]=[C:10]3[C:15](=[N:16][CH:17]=2)[N:14]=[C:13]([S:18][CH3:21])[N:12]=[C:11]3[OH:19])=[CH:4][CH:3]=1. Given the reactants [F:1][C:2]1[CH:7]=[CH:6][C:5]([C:8]2[N:9]=[C:10]3[C:15](=[N:16][CH:17]=2)[N:14]=[C:13]([SH:18])[N:12]=[C:11]3[OH:19])=[CH:4][CH:3]=1.I[CH3:21].O, predict the reaction product. (4) Given the reactants [NH2:1][C:2]1[CH:10]=[CH:9][CH:8]=[CH:7][C:3]=1[C:4]([NH2:6])=[O:5].[F:11][C:12]([F:23])([F:22])[C:13](O[C:13](=O)[C:12]([F:23])([F:22])[F:11])=O, predict the reaction product. The product is: [OH:5][C:4]1[C:3]2[C:2](=[CH:10][CH:9]=[CH:8][CH:7]=2)[N:1]=[C:13]([C:12]([F:23])([F:22])[F:11])[N:6]=1. (5) Given the reactants Cl[CH2:2][C:3]([N:5]1[C@@H:9]([C:10]#[CH:11])[CH2:8][CH2:7][C@H:6]1[C:12]#[N:13])=[O:4].[CH3:14][O:15][CH2:16][C:17]1([NH2:22])[CH2:21][CH2:20][CH2:19][CH2:18]1, predict the reaction product. The product is: [C:10]([C@@H:9]1[N:5]([C:3](=[O:4])[CH2:2][NH:22][C:17]2([CH2:16][O:15][CH3:14])[CH2:21][CH2:20][CH2:19][CH2:18]2)[C@H:6]([C:12]#[N:13])[CH2:7][CH2:8]1)#[CH:11]. (6) Given the reactants O.[NH2:2][NH2:3].CO[C:6](=[O:26])[C:7]([NH:9][C:10]1[CH:11]=[CH:12][C:13]([O:16][C@@H:17]2[CH2:21][CH2:20][C@@H:19]([C:22]([O:24][CH3:25])=[O:23])[CH2:18]2)=[N:14][CH:15]=1)=[O:8], predict the reaction product. The product is: [NH:2]([C:6](=[O:26])[C:7]([NH:9][C:10]1[CH:11]=[CH:12][C:13]([O:16][C@@H:17]2[CH2:21][CH2:20][C@@H:19]([C:22]([O:24][CH3:25])=[O:23])[CH2:18]2)=[N:14][CH:15]=1)=[O:8])[NH2:3]. (7) Given the reactants O[C:2]1[C:3](=[O:21])[N:4]([C:8]2[CH:13]=[CH:12][C:11]([O:14][CH2:15][C:16]([OH:19])([CH3:18])[CH3:17])=[C:10]([CH3:20])[CH:9]=2)[CH:5]=[CH:6][N:7]=1.C1CN([P+](ON2N=NC3C=CC=CC2=3)(N2CCCC2)N2CCCC2)CC1.F[P-](F)(F)(F)(F)F.C(N(C(C)C)C(C)C)C.[F:64][C:65]([F:74])([F:73])[C:66]1[CH:67]=[CH:68][C:69]([SH:72])=[N:70][CH:71]=1, predict the reaction product. The product is: [OH:19][C:16]([CH3:18])([CH3:17])[CH2:15][O:14][C:11]1[CH:12]=[CH:13][C:8]([N:4]2[CH:5]=[CH:6][N:7]=[C:2]([S:72][C:69]3[CH:68]=[CH:67][C:66]([C:65]([F:64])([F:73])[F:74])=[CH:71][N:70]=3)[C:3]2=[O:21])=[CH:9][C:10]=1[CH3:20].